Predict the reaction yield, written as a fraction of the theoretical maximum amount of product (1.0 means a 100% yield; for example, 0.34 means a 34% yield). From a dataset of Reaction yield outcomes from USPTO patents with 853,638 reactions. (1) The reactants are [CH2:1]([NH2:4])[C:2]#[CH:3].[CH3:5][O:6][C:7]1[C:11](=[O:12])[N:10]([CH3:13])[CH2:9][C:8]=1[C:14]([OH:16])=O.C1CN([P+](ON2N=NC3C=CC=CC2=3)(N2CCCC2)N2CCCC2)CC1.F[P-](F)(F)(F)(F)F. The catalyst is CN(C=O)C. The product is [CH3:5][O:6][C:7]1[C:11](=[O:12])[N:10]([CH3:13])[CH2:9][C:8]=1[C:14]([NH:4][CH2:1][C:2]#[CH:3])=[O:16]. The yield is 0.820. (2) The reactants are [CH2:1]([NH:4][C:5]1[C:14]2[C:9](=[CH:10][CH:11]=[C:12]([N+:15]([O-:17])=[O:16])[CH:13]=2)[N:8]=[C:7](Cl)[N:6]=1)[CH:2]=[CH2:3].[CH2:19]([NH2:22])[CH:20]=[CH2:21]. The catalyst is O. The product is [CH2:19]([NH:22][C:7]1[N:6]=[C:5]([NH:4][CH2:1][CH:2]=[CH2:3])[C:14]2[C:9](=[CH:10][CH:11]=[C:12]([N+:15]([O-:17])=[O:16])[CH:13]=2)[N:8]=1)[CH:20]=[CH2:21]. The yield is 0.806. (3) The reactants are [C:1]([NH:4][C:5]1[CH:14]=[CH:13][C:8]([C:9]([O:11][CH3:12])=[O:10])=[CH:7][C:6]=1[OH:15])(=[O:3])[CH3:2].[N+](C1C=C(S(O[CH2:29][C@@H:30]2[CH2:32][O:31]2)(=O)=O)C=CC=1)([O-])=O.C(=O)([O-])[O-].[Cs+].[Cs+]. The catalyst is CN(C)C=O. The product is [C:1]([NH:4][C:5]1[CH:14]=[CH:13][C:8]([C:9]([O:11][CH3:12])=[O:10])=[CH:7][C:6]=1[O:15][CH2:29][C@@H:30]1[CH2:32][O:31]1)(=[O:3])[CH3:2]. The yield is 0.360. (4) The catalyst is C(Cl)Cl.Cl. The product is [F:1][C:2]1[CH:3]=[C:4]([NH:5][S:11]([CH3:10])(=[O:13])=[O:12])[CH:6]=[C:7]([I:9])[CH:8]=1. The reactants are [F:1][C:2]1[CH:3]=[C:4]([CH:6]=[C:7]([I:9])[CH:8]=1)[NH2:5].[CH3:10][S:11](Cl)(=[O:13])=[O:12].C(N(CC)CC)C. The yield is 0.780. (5) The reactants are [C:1]([C:3]1[CH:8]=[CH:7][C:6]([S:9]([NH2:12])(=[O:11])=[O:10])=[CH:5][CH:4]=1)#[CH:2].[C:13](Cl)([C:30]1[CH:35]=[CH:34][CH:33]=[CH:32][CH:31]=1)([C:22]1[CH:29]=[CH:28][C:25]([O:26][CH3:27])=[CH:24][CH:23]=1)[C:14]1[CH:21]=[CH:20][C:17]([O:18][CH3:19])=[CH:16][CH:15]=1. The catalyst is C(Cl)Cl. The product is [CH3:27][O:26][C:25]1[CH:24]=[CH:23][C:22]([C:13]([C:14]2[CH:15]=[CH:16][C:17]([O:18][CH3:19])=[CH:20][CH:21]=2)([C:30]2[CH:35]=[CH:34][CH:33]=[CH:32][CH:31]=2)[NH:12][S:9]([C:6]2[CH:5]=[CH:4][C:3]([C:1]#[CH:2])=[CH:8][CH:7]=2)(=[O:10])=[O:11])=[CH:29][CH:28]=1. The yield is 0.990. (6) The yield is 0.440. The reactants are [Br:1][C:2]1[C:6]2[CH2:7][N:8]([C:11]([O:13][C:14]([CH3:17])([CH3:16])[CH3:15])=[O:12])[CH2:9][CH2:10][C:5]=2[NH:4][N:3]=1.C([O-])([O-])=O.[Cs+].[Cs+].CS(O[CH:29]1[CH2:34][CH2:33][S:32][CH2:31][CH2:30]1)(=O)=O. The catalyst is CN(C=O)C. The product is [Br:1][C:2]1[C:6]2[CH2:7][N:8]([C:11]([O:13][C:14]([CH3:17])([CH3:16])[CH3:15])=[O:12])[CH2:9][CH2:10][C:5]=2[N:4]([CH:29]2[CH2:34][CH2:33][S:32][CH2:31][CH2:30]2)[N:3]=1.